From a dataset of Forward reaction prediction with 1.9M reactions from USPTO patents (1976-2016). Predict the product of the given reaction. (1) Given the reactants [O:1]1[CH2:6][C:5](=O)[CH2:4][C:3](=[O:8])[CH2:2]1.[Br:9][C:10]1[CH:11]=[C:12]([CH:15]=[CH:16][C:17]=1[F:18])[CH:13]=O.[NH2:19][C:20]1[N:24]([CH3:25])[NH:23][C:22](=[O:26])[CH:21]=1, predict the reaction product. The product is: [Br:9][C:10]1[CH:11]=[C:12]([CH:13]2[C:21]3[C:22](=[O:26])[NH:23][N:24]([CH3:25])[C:20]=3[NH:19][C:5]3[CH2:6][O:1][CH2:2][C:3](=[O:8])[C:4]2=3)[CH:15]=[CH:16][C:17]=1[F:18]. (2) Given the reactants [F:1][C:2]([F:11])([F:10])[C:3]1[CH:4]=[C:5]([CH:7]=[CH:8][CH:9]=1)[NH2:6].Cl[C:13]1[N:18]=[C:17]([NH:19][C:20]2[CH:25]=[CH:24][C:23]([N:26]3[CH:30]=[C:29]([CH3:31])[N:28]=[CH:27]3)=[C:22]([O:32][CH3:33])[CH:21]=2)[CH:16]=[CH:15][CH:14]=1, predict the reaction product. The product is: [CH3:33][O:32][C:22]1[CH:21]=[C:20]([NH:19][C:17]2[CH:16]=[CH:15][CH:14]=[C:13]([NH:6][C:5]3[CH:7]=[CH:8][CH:9]=[C:3]([C:2]([F:10])([F:11])[F:1])[CH:4]=3)[N:18]=2)[CH:25]=[CH:24][C:23]=1[N:26]1[CH:30]=[C:29]([CH3:31])[N:28]=[CH:27]1. (3) Given the reactants Cl.[C:2]([NH:5][CH:6]([CH2:10][C:11]1[CH:16]=[CH:15][C:14]([Br:17])=[CH:13][CH:12]=1)[C:7]([OH:9])=[O:8])(=[O:4])[CH3:3].[CH3:18]O, predict the reaction product. The product is: [C:2]([NH:5][CH:6]([CH2:10][C:11]1[CH:16]=[CH:15][C:14]([Br:17])=[CH:13][CH:12]=1)[C:7]([O:9][CH3:18])=[O:8])(=[O:4])[CH3:3].